This data is from Full USPTO retrosynthesis dataset with 1.9M reactions from patents (1976-2016). The task is: Predict the reactants needed to synthesize the given product. (1) The reactants are: [CH:1]1([CH:4](O)[CH:5]2[C:9](=[O:10])[C:8]([C:11]3[C:16]([CH3:17])=[CH:15][C:14]([CH3:18])=[CH:13][C:12]=3[CH3:19])=[C:7]([O:20][CH3:21])[CH2:6]2)[CH2:3][CH2:2]1.CCN(CC)CC.CS(Cl)(=O)=O.C([O-])([O-])=O.[K+].[K+]. Given the product [CH:1]1([CH:4]=[C:5]2[C:9](=[O:10])[C:8]([C:11]3[C:16]([CH3:17])=[CH:15][C:14]([CH3:18])=[CH:13][C:12]=3[CH3:19])=[C:7]([O:20][CH3:21])[CH2:6]2)[CH2:2][CH2:3]1, predict the reactants needed to synthesize it. (2) The reactants are: [Si:1]([O:18][CH2:19][C:20]([C:23]1[S:24][C:25]([C:28]2[CH:29]=[C:30]([CH:32]=[CH:33][CH:34]=2)[NH2:31])=[CH:26][N:27]=1)([CH3:22])[CH3:21])([C:14]([CH3:17])([CH3:16])[CH3:15])([C:8]1[CH:13]=[CH:12][CH:11]=[CH:10][CH:9]=1)[C:2]1[CH:7]=[CH:6][CH:5]=[CH:4][CH:3]=1.C(=O)([O-])[O-].[Cs+].[Cs+].CC1(C)C2C(=C(P(C3C=CC=CC=3)C3C=CC=CC=3)C=CC=2)OC2C(P(C3C=CC=CC=3)C3C=CC=CC=3)=CC=CC1=2.Cl[C:84]1[N:89]=[C:88]([C:90]([F:93])([F:92])[F:91])[CH:87]=[CH:86][N:85]=1. Given the product [Si:1]([O:18][CH2:19][C:20]([C:23]1[S:24][C:25]([C:28]2[CH:29]=[C:30]([NH:31][C:84]3[N:89]=[C:88]([C:90]([F:93])([F:92])[F:91])[CH:87]=[CH:86][N:85]=3)[CH:32]=[CH:33][CH:34]=2)=[CH:26][N:27]=1)([CH3:22])[CH3:21])([C:14]([CH3:15])([CH3:16])[CH3:17])([C:2]1[CH:7]=[CH:6][CH:5]=[CH:4][CH:3]=1)[C:8]1[CH:13]=[CH:12][CH:11]=[CH:10][CH:9]=1, predict the reactants needed to synthesize it. (3) Given the product [N:37]1([C:4]([C:6]2[N:7]=[C:8]([C:11]3[CH:12]=[CH:13][C:14]([CH2:17][NH:18][C:51](=[O:53])[CH2:50][C:47]4[CH:46]=[CH:45][C:44]([O:43][C:42]([F:41])([F:55])[F:54])=[CH:49][CH:48]=4)=[CH:15][CH:16]=3)[O:9][CH:10]=2)=[O:5])[CH2:33][CH2:32][CH2:31][CH2:36][CH2:35]1.[CH3:2][O:3][C:4]([C:6]1[N:7]=[C:8]([C:11]2[CH:16]=[CH:15][C:14]([CH2:17][NH:18][C:51](=[O:52])[CH2:50][C:47]3[CH:48]=[CH:49][C:44]([O:43][C:42]([F:54])([F:41])[F:55])=[CH:45][CH:46]=3)=[CH:13][CH:12]=2)[O:9][CH:10]=1)=[O:5], predict the reactants needed to synthesize it. The reactants are: Cl.[CH3:2][O:3][C:4]([C:6]1[N:7]=[C:8]([C:11]2[CH:16]=[CH:15][C:14]([CH2:17][NH2:18])=[CH:13][CH:12]=2)[O:9][CH:10]=1)=[O:5].CCN=C=NCCCN(C)C.Cl.[CH:31]1[CH:32]=[CH:33]C2N(O)N=[N:37][C:35]=2[CH:36]=1.[F:41][C:42]([F:55])([F:54])[O:43][C:44]1[CH:49]=[CH:48][C:47]([CH2:50][C:51]([OH:53])=[O:52])=[CH:46][CH:45]=1.CCN(C(C)C)C(C)C. (4) Given the product [CH3:1][C:2]1([CH3:27])[CH2:10][C:9]2[C:4](=[CH:5][CH:6]=[C:7]([N:11]3[C:37](=[O:36])[CH2:38][C:39]([CH3:40])=[N:12]3)[CH:8]=2)[CH2:3]1, predict the reactants needed to synthesize it. The reactants are: [CH3:1][C:2]1([CH3:27])[CH2:10][C:9]2[C:4](=[CH:5][CH:6]=[C:7]([N:11](C(OC(C)(C)C)=O)[NH:12]C(OC(C)(C)C)=O)[CH:8]=2)[CH2:3]1.FC(F)(F)C(O)=O.C[O:36][C:37](=O)[CH2:38][C:39](=O)[CH3:40]. (5) Given the product [Cl:1][C:2]1[CH:14]=[CH:13][C:5]([O:6][C@H:7]([CH3:12])[C:8]([OH:10])=[O:9])=[CH:4][C:3]=1[CH2:15][N:16]1[C:24]2[C:19](=[CH:20][CH:21]=[C:22]([O:25][C:26]([F:28])([F:27])[F:29])[CH:23]=2)[C:18]([C:30]2[C:34]3[CH:35]=[CH:36][C:37]([O:39][CH3:40])=[CH:38][C:33]=3[O:32][N:31]=2)=[C:17]1[CH3:41], predict the reactants needed to synthesize it. The reactants are: [Cl:1][C:2]1[CH:14]=[CH:13][C:5]([O:6][C@H:7]([CH3:12])[C:8]([O:10]C)=[O:9])=[CH:4][C:3]=1[CH2:15][N:16]1[C:24]2[C:19](=[CH:20][CH:21]=[C:22]([O:25][C:26]([F:29])([F:28])[F:27])[CH:23]=2)[C:18]([C:30]2[C:34]3[CH:35]=[CH:36][C:37]([O:39][CH3:40])=[CH:38][C:33]=3[O:32][N:31]=2)=[C:17]1[CH3:41].[OH-].[Na+]. (6) Given the product [CH:16]([N:19]([CH2:20][C:21]1[O:25][N:24]=[C:23]([C:26]2[CH:31]=[CH:30][CH:29]=[CH:28][CH:27]=2)[N:22]=1)[C:11](=[O:12])[CH2:10][CH2:9][C:6]1[CH:7]=[CH:8][C:3]([C:2]([F:15])([F:14])[F:1])=[CH:4][CH:5]=1)([CH3:18])[CH3:17], predict the reactants needed to synthesize it. The reactants are: [F:1][C:2]([F:15])([F:14])[C:3]1[CH:8]=[CH:7][C:6]([CH2:9][CH2:10][C:11](Cl)=[O:12])=[CH:5][CH:4]=1.[CH:16]([NH:19][CH2:20][C:21]1[O:25][N:24]=[C:23]([C:26]2[CH:31]=[CH:30][CH:29]=[CH:28][CH:27]=2)[N:22]=1)([CH3:18])[CH3:17].C(N(CC)CC)C. (7) Given the product [CH2:21]([N:4]([CH:5]([C:14]1[CH:19]=[CH:18][CH:17]=[C:16]([Cl:20])[CH:15]=1)[CH2:6][C:7]1[CH:8]=[CH:9][C:10]([Cl:13])=[CH:11][CH:12]=1)[NH2:2])[CH3:22], predict the reactants needed to synthesize it. The reactants are: [Mg].[N:2]([N:4]([CH2:21][CH3:22])[CH:5]([C:14]1[CH:19]=[CH:18][CH:17]=[C:16]([Cl:20])[CH:15]=1)[CH2:6][C:7]1[CH:12]=[CH:11][C:10]([Cl:13])=[CH:9][CH:8]=1)=O.Cl.[OH-].[Na+]. (8) The reactants are: [C:1]([C@@:5]([CH2:13][CH2:14][CH2:15][CH3:16])([CH2:9][C:10]([OH:12])=[O:11])[C:6]([OH:8])=[O:7])([CH3:4])([CH3:3])[CH3:2].[C:17](Cl)(=O)CCCCC.BrCC(OC)=O.[Li+].CC([N-]C(C)C)C. Given the product [C:1]([C@@:5]([CH2:13][CH2:14][CH2:15][CH3:16])([CH:9]([CH3:17])[C:10]([OH:12])=[O:11])[C:6]([OH:8])=[O:7])([CH3:4])([CH3:3])[CH3:2], predict the reactants needed to synthesize it. (9) Given the product [Cl:32][C:26]1[CH:27]=[C:28]([Cl:31])[CH:29]=[CH:30][C:25]=1[CH:21]1[C:20]2[N:17]=[C:15]([NH:14][C:4]3[CH:5]=[CH:6][C:7]([N:8]4[CH:12]=[C:11]([CH3:13])[N:10]=[CH:9]4)=[C:2]([F:1])[CH:3]=3)[S:16][C:19]=2[CH2:24][CH2:23][CH2:22]1, predict the reactants needed to synthesize it. The reactants are: [F:1][C:2]1[CH:3]=[C:4]([NH:14][C:15]([NH2:17])=[S:16])[CH:5]=[CH:6][C:7]=1[N:8]1[CH:12]=[C:11]([CH3:13])[N:10]=[CH:9]1.Br[CH:19]1[CH2:24][CH2:23][CH2:22][CH:21]([C:25]2[CH:30]=[CH:29][C:28]([Cl:31])=[CH:27][C:26]=2[Cl:32])[C:20]1=O.